From a dataset of Catalyst prediction with 721,799 reactions and 888 catalyst types from USPTO. Predict which catalyst facilitates the given reaction. (1) Reactant: [NH2:1][C:2]1[C:10]([CH3:11])=[CH:9][CH:8]=[CH:7][C:3]=1[C:4]([OH:6])=[O:5].[Cl:12]N1C(=O)CCC1=O. Product: [NH2:1][C:2]1[C:10]([CH3:11])=[CH:9][C:8]([Cl:12])=[CH:7][C:3]=1[C:4]([OH:6])=[O:5]. The catalyst class is: 9. (2) Reactant: [O:1]=[C:2]1[CH2:10][C:9]2[C:4](=[CH:5][CH:6]=[CH:7][C:8]=2[C:11]2[CH:12]=[N:13][CH:14]=[C:15]([CH:19]=2)[C:16]([OH:18])=[O:17])[NH:3]1.[CH2:20]([N:22]([CH2:37][CH3:38])[CH2:23][CH2:24][NH:25][C:26]([C:28]1[C:32]([CH3:33])=[C:31]([CH:34]=O)[NH:30][C:29]=1[CH3:36])=[O:27])[CH3:21].N1CCCCC1. Product: [CH2:37]([N:22]([CH2:20][CH3:21])[CH2:23][CH2:24][NH:25][C:26]([C:28]1[C:32]([CH3:33])=[C:31]([CH:34]=[C:10]2[C:9]3[C:4](=[CH:5][CH:6]=[CH:7][C:8]=3[C:11]3[CH:12]=[N:13][CH:14]=[C:15]([CH:19]=3)[C:16]([OH:18])=[O:17])[NH:3][C:2]2=[O:1])[NH:30][C:29]=1[CH3:36])=[O:27])[CH3:38]. The catalyst class is: 8. (3) Reactant: [Br:1][C:2]1[CH:3]=[C:4]([F:10])[C:5]([C:8]#[N:9])=[N:6][CH:7]=1.[CH3:11][Mg]Cl.[C:14](OC(=O)C)(=[O:16])[CH3:15]. Product: [Br:1][C:2]1[CH:3]=[C:4]([F:10])[C:5]([C:8]([NH:9][C:14](=[O:16])[CH3:15])=[CH2:11])=[N:6][CH:7]=1. The catalyst class is: 11.